The task is: Regression. Given a peptide amino acid sequence and an MHC pseudo amino acid sequence, predict their binding affinity value. This is MHC class II binding data.. This data is from Peptide-MHC class II binding affinity with 134,281 pairs from IEDB. (1) The peptide sequence is CEYIPLFSATARRAM. The MHC is DRB1_0901 with pseudo-sequence DRB1_0901. The binding affinity (normalized) is 0.518. (2) The binding affinity (normalized) is 0.354. The peptide sequence is ENALSLLDKIYTSPLC. The MHC is DRB1_0401 with pseudo-sequence DRB1_0401. (3) The peptide sequence is GELQIVDKLDAAFKI. The MHC is DRB1_1101 with pseudo-sequence DRB1_1101. The binding affinity (normalized) is 0.590. (4) The peptide sequence is LYKGVYELQTLELNM. The MHC is DRB1_1501 with pseudo-sequence DRB1_1501. The binding affinity (normalized) is 0.527. (5) The peptide sequence is APQLPDDLMIRVIAQ. The MHC is HLA-DQA10102-DQB10602 with pseudo-sequence HLA-DQA10102-DQB10602. The binding affinity (normalized) is 0.562. (6) The peptide sequence is FLMEHTMPVTHPPEV. The MHC is DRB1_1101 with pseudo-sequence DRB1_1101. The binding affinity (normalized) is 0.936.